Dataset: Peptide-MHC class I binding affinity with 185,985 pairs from IEDB/IMGT. Task: Regression. Given a peptide amino acid sequence and an MHC pseudo amino acid sequence, predict their binding affinity value. This is MHC class I binding data. (1) The peptide sequence is PIIVAGFSGK. The MHC is HLA-A31:01 with pseudo-sequence HLA-A31:01. The binding affinity (normalized) is 0. (2) The peptide sequence is KEYIPPLIW. The MHC is H-2-Dd with pseudo-sequence H-2-Dd. The binding affinity (normalized) is 0.